Dataset: Catalyst prediction with 721,799 reactions and 888 catalyst types from USPTO. Task: Predict which catalyst facilitates the given reaction. Reactant: C(O[C:4](=[O:17])[C:5]([N:7]1[CH2:11][CH2:10][C@H:9]([C:12]([O:14][CH3:15])=[O:13])[C@@H:8]1[CH3:16])=[O:6])C.[CH:18]([NH2:21])([CH3:20])[CH3:19]. Product: [CH:18]([NH:21][C:4](=[O:17])[C:5]([N:7]1[CH2:11][CH2:10][CH:9]([C:12]([O:14][CH3:15])=[O:13])[C@@H:8]1[CH3:16])=[O:6])([CH3:20])[CH3:19]. The catalyst class is: 8.